From a dataset of Catalyst prediction with 721,799 reactions and 888 catalyst types from USPTO. Predict which catalyst facilitates the given reaction. (1) Reactant: C(=O)([S:3][C:4]1[CH:9]=[CH:8][CH:7]=[C:6]([CH2:10][C@H:11]([NH:24][C:25]([O:27][C:28]([CH3:31])([CH3:30])[CH3:29])=[O:26])[C:12]([N:14]([C:16]2[CH:21]=[CH:20][C:19]([O:22][CH3:23])=[CH:18][CH:17]=2)[CH3:15])=[O:13])[CH:5]=1)C.[OH-].[K+].C([N:38]1[C:46]2[C:41](=[CH:42][CH:43]=[CH:44][CH:45]=2)[C:40]([CH2:47][C:48]([O:50][CH2:51][CH3:52])=[O:49])=[C:39]1[CH2:53]Br)(=O)C.Cl. Product: [C:28]([O:27][C:25]([NH:24][C@H:11]([C:12]([N:14]([C:16]1[CH:17]=[CH:18][C:19]([O:22][CH3:23])=[CH:20][CH:21]=1)[CH3:15])=[O:13])[CH2:10][C:6]1[CH:5]=[C:4]([S:3][CH2:53][C:39]2[NH:38][C:46]3[C:41]([C:40]=2[CH2:47][C:48]([O:50][CH2:51][CH3:52])=[O:49])=[CH:42][CH:43]=[CH:44][CH:45]=3)[CH:9]=[CH:8][CH:7]=1)=[O:26])([CH3:30])([CH3:31])[CH3:29]. The catalyst class is: 8. (2) Reactant: Cl[C:2]([O:4][C:5]1[CH:10]=[CH:9][CH:8]=[CH:7][CH:6]=1)=[O:3].[C:11]([C:13]1[CH:14]=[C:15]([CH:17]=[CH:18][CH:19]=1)[NH2:16])#[CH:12].N1C=CC=CC=1.O. Product: [C:11]([C:13]1[CH:14]=[C:15]([NH:16][C:2](=[O:3])[O:4][C:5]2[CH:10]=[CH:9][CH:8]=[CH:7][CH:6]=2)[CH:17]=[CH:18][CH:19]=1)#[CH:12]. The catalyst class is: 1. (3) Reactant: [F:1][C:2]([F:6])([F:5])[CH2:3]I.C(=O)([O-])[O-].[K+].[K+].[CH2:13]1[C:16]2([CH2:20][C:19]([C:21]3[CH:26]=[N:25][C:24]4[NH:27][N:28]=[CH:29][C:23]=4[C:22]=3[NH:30][CH:31]3[CH2:36][CH2:35][O:34][CH2:33][CH2:32]3)=[N:18][O:17]2)[CH2:15][CH2:14]1. Product: [CH2:15]1[C:16]2([CH2:20][C:19]([C:21]3[CH:26]=[N:25][C:24]4[N:27]([CH2:3][C:2]([F:6])([F:5])[F:1])[N:28]=[CH:29][C:23]=4[C:22]=3[NH:30][CH:31]3[CH2:32][CH2:33][O:34][CH2:35][CH2:36]3)=[N:18][O:17]2)[CH2:13][CH2:14]1. The catalyst class is: 35. (4) Reactant: [Br:1][C:2]1[CH:7]=[CH:6][C:5]([CH:8]([CH3:12])[C:9]([OH:11])=O)=[CH:4][CH:3]=1.CN(C1C=CC=CN=1)C.[CH3:22][S:23]([NH2:26])(=[O:25])=[O:24].C1(N=C=NC2CCCCC2)CCCCC1. Product: [Br:1][C:2]1[CH:3]=[CH:4][C:5]([CH:8]([CH3:12])[C:9]([CH2:22][S:23]([NH2:26])(=[O:25])=[O:24])=[O:11])=[CH:6][CH:7]=1. The catalyst class is: 33. (5) Reactant: [CH2:1]([N:8]1[CH:13]2[CH2:14][CH2:15][CH:9]1[CH2:10][C:11](=O)[CH2:12]2)[C:2]1[CH:7]=[CH:6][CH:5]=[CH:4][CH:3]=1.C([O-])(=O)C.[Na+].[NH2:22][OH:23].Cl.[OH-].[Na+]. Product: [CH2:1]([N:8]1[CH:13]2[CH2:14][CH2:15][CH:9]1[CH2:10][C:11](=[N:22][OH:23])[CH2:12]2)[C:2]1[CH:7]=[CH:6][CH:5]=[CH:4][CH:3]=1. The catalyst class is: 24.